From a dataset of Reaction yield outcomes from USPTO patents with 853,638 reactions. Predict the reaction yield, written as a fraction of the theoretical maximum amount of product (1.0 means a 100% yield; for example, 0.34 means a 34% yield). The reactants are [NH:1]1[C:5]([CH2:6][CH2:7][CH2:8][CH2:9][CH2:10][CH2:11][CH2:12][CH2:13][CH2:14][CH2:15][CH2:16][CH2:17][CH2:18][CH2:19][CH2:20][C:21]([OH:23])=O)=[N:4][N:3]=[N:2]1.C(N1C=CN=C1)(N1C=CN=C1)=O.[CH3:36][O:37][C:38](=[O:46])[CH2:39][CH2:40][CH2:41][S:42](=[O:45])(=[O:44])[NH2:43].C1CCN2C(=NCCC2)CC1.Cl. The catalyst is CN(C=O)C. The product is [CH3:36][O:37][C:38](=[O:46])[CH2:39][CH2:40][CH2:41][S:42](=[O:44])(=[O:45])[NH:43][C:21](=[O:23])[CH2:20][CH2:19][CH2:18][CH2:17][CH2:16][CH2:15][CH2:14][CH2:13][CH2:12][CH2:11][CH2:10][CH2:9][CH2:8][CH2:7][CH2:6][C:5]1[NH:1][N:2]=[N:3][N:4]=1. The yield is 0.610.